From a dataset of Forward reaction prediction with 1.9M reactions from USPTO patents (1976-2016). Predict the product of the given reaction. Given the reactants [Br:1]Br.[C:3]([C:7]1[C:8]([O:15]COC)=[C:9]([CH:12]=[CH:13][CH:14]=1)[CH:10]=[O:11])([CH3:6])([CH3:5])[CH3:4], predict the reaction product. The product is: [Br:1][C:13]1[CH:14]=[C:7]([C:3]([CH3:6])([CH3:5])[CH3:4])[C:8]([OH:15])=[C:9]([CH:12]=1)[CH:10]=[O:11].